From a dataset of NCI-60 drug combinations with 297,098 pairs across 59 cell lines. Regression. Given two drug SMILES strings and cell line genomic features, predict the synergy score measuring deviation from expected non-interaction effect. (1) Drug 1: CNC(=O)C1=CC=CC=C1SC2=CC3=C(C=C2)C(=NN3)C=CC4=CC=CC=N4. Drug 2: CC1=C2C(C(=O)C3(C(CC4C(C3C(C(C2(C)C)(CC1OC(=O)C(C(C5=CC=CC=C5)NC(=O)C6=CC=CC=C6)O)O)OC(=O)C7=CC=CC=C7)(CO4)OC(=O)C)O)C)OC(=O)C. Cell line: M14. Synergy scores: CSS=23.6, Synergy_ZIP=5.34, Synergy_Bliss=6.08, Synergy_Loewe=-24.1, Synergy_HSA=2.59. (2) Drug 1: CC(C)(C#N)C1=CC(=CC(=C1)CN2C=NC=N2)C(C)(C)C#N. Drug 2: COC1=NC(=NC2=C1N=CN2C3C(C(C(O3)CO)O)O)N. Cell line: HOP-62. Synergy scores: CSS=22.2, Synergy_ZIP=-0.663, Synergy_Bliss=3.44, Synergy_Loewe=10.2, Synergy_HSA=3.64.